Dataset: Catalyst prediction with 721,799 reactions and 888 catalyst types from USPTO. Task: Predict which catalyst facilitates the given reaction. (1) Reactant: F[P-](F)(F)(F)(F)F.Br[P+](N1CCCC1)(N1CCCC1)N1CCCC1.C(N(C(C)C)CC)(C)C.[NH:34]1[C:42]2[C:37](=[CH:38][CH:39]=[C:40]([C:43]([OH:45])=O)[CH:41]=2)[CH:36]=[CH:35]1.[CH3:46][O:47][C:48](=[O:57])[C:49]1[CH:54]=[CH:53][C:52]([NH2:55])=[CH:51][C:50]=1[Cl:56]. Product: [CH3:46][O:47][C:48](=[O:57])[C:49]1[CH:54]=[CH:53][C:52]([NH:55][C:43]([C:40]2[CH:41]=[C:42]3[C:37]([CH:36]=[CH:35][NH:34]3)=[CH:38][CH:39]=2)=[O:45])=[CH:51][C:50]=1[Cl:56]. The catalyst class is: 7. (2) Reactant: [Cl:1][C:2]1[CH:3]=[CH:4][C:5]2[N:6]([CH:8]=[C:9]([C:11]([O:13]CC)=O)[N:10]=2)[N:7]=1.C[Al](C)C.[CH:20]([NH2:23])([CH3:22])[CH3:21]. Product: [Cl:1][C:2]1[CH:3]=[CH:4][C:5]2[N:6]([CH:8]=[C:9]([C:11]([NH:23][CH:20]([CH3:22])[CH3:21])=[O:13])[N:10]=2)[N:7]=1. The catalyst class is: 7. (3) Reactant: C[O:2][C:3](=[O:39])[C@@H:4]([NH:14][C:15]([C:17]1[S:18][C:19]([C:26](=[O:38])[NH:27][CH2:28][C:29]2[CH:37]=[CH:36][CH:35]=[C:34]3[C:30]=2[CH:31]=[N:32][NH:33]3)=[CH:20][C:21]=1[C:22]([F:25])([F:24])[F:23])=[O:16])[CH2:5][NH:6][C:7]([C:9]1[S:10][CH:11]=[CH:12][CH:13]=1)=[O:8].O.[OH-].[Li+].Cl. Product: [NH:33]1[C:34]2[C:30](=[C:29]([CH2:28][NH:27][C:26]([C:19]3[S:18][C:17]([C:15]([NH:14][C@@H:4]([CH2:5][NH:6][C:7]([C:9]4[S:10][CH:11]=[CH:12][CH:13]=4)=[O:8])[C:3]([OH:39])=[O:2])=[O:16])=[C:21]([C:22]([F:25])([F:23])[F:24])[CH:20]=3)=[O:38])[CH:37]=[CH:36][CH:35]=2)[CH:31]=[N:32]1. The catalyst class is: 20. (4) Reactant: [CH2:1]([O:8][C:9]1[CH:17]=[CH:16][C:12]([C:13]([OH:15])=[O:14])=[CH:11][C:10]=1[O:18][CH3:19])[C:2]1[CH:7]=[CH:6][CH:5]=[CH:4][CH:3]=1.C(Cl)Cl.[N+:23]([O-])([OH:25])=[O:24]. Product: [CH2:1]([O:8][C:9]1[C:10]([O:18][CH3:19])=[CH:11][C:12]([C:13]([OH:15])=[O:14])=[C:16]([N+:23]([O-:25])=[O:24])[CH:17]=1)[C:2]1[CH:3]=[CH:4][CH:5]=[CH:6][CH:7]=1. The catalyst class is: 52. (5) Reactant: [NH2:1][C:2]1[C:11]([C:12]([NH:14][C:15]2[S:19][N:18]=[C:17]([CH3:20])[C:16]=2Br)=[O:13])=[C:5]2[N:6]=[CH:7][C:8]([F:10])=[CH:9][N:4]2[N:3]=1.[NH:22]1[CH:26]=[CH:25][CH:24]=[N:23]1.C([O-])([O-])=O.[Cs+].[Cs+]. Product: [NH2:1][C:2]1[C:11]([C:12]([NH:14][C:15]2[S:19][N:18]=[C:17]([CH3:20])[C:16]=2[N:22]2[CH:26]=[CH:25][CH:24]=[N:23]2)=[O:13])=[C:5]2[N:6]=[CH:7][C:8]([F:10])=[CH:9][N:4]2[N:3]=1. The catalyst class is: 3. (6) Reactant: C[O:2][C:3]1[N:8]=[CH:7][C:6]([C:9]2[C:10]([CH3:27])=[C:11]([NH:15][C:16]([C:18]3[S:22][C:21]4[CH2:23][CH2:24][CH2:25][CH2:26][C:20]=4[CH:19]=3)=[O:17])[CH:12]=[CH:13][CH:14]=2)=[CH:5][C:4]=1[NH:28][C:29]1[CH:34]=[CH:33][C:32]([N:35]2[CH2:40][CH2:39][N:38]([CH3:41])[CH2:37][CH2:36]2)=[CH:31][N:30]=1.Cl.ClCCl.O. Product: [CH3:27][C:10]1[C:9]([C:6]2[CH:5]=[C:4]([NH:28][C:29]3[CH:34]=[CH:33][C:32]([N:35]4[CH2:36][CH2:37][N:38]([CH3:41])[CH2:39][CH2:40]4)=[CH:31][N:30]=3)[C:3](=[O:2])[NH:8][CH:7]=2)=[CH:14][CH:13]=[CH:12][C:11]=1[NH:15][C:16]([C:18]1[S:22][C:21]2[CH2:23][CH2:24][CH2:25][CH2:26][C:20]=2[CH:19]=1)=[O:17]. The catalyst class is: 12.